Predict which catalyst facilitates the given reaction. From a dataset of Catalyst prediction with 721,799 reactions and 888 catalyst types from USPTO. (1) Reactant: [OH:1][C:2]([C:4](F)(F)F)=O.OC(C(F)(F)F)=O.OC(C(F)(F)F)=O.[Cl:22][C:23]1[C:28]([CH:29]2[CH2:34][CH2:33][NH:32][CH2:31][CH2:30]2)=[N:27][CH:26]=[CH:25][N:24]=1.C(N(CC)CC)C.C(OC(=O)C)(=O)C. Product: [Cl:22][C:23]1[C:28]([CH:29]2[CH2:34][CH2:33][N:32]([C:2](=[O:1])[CH3:4])[CH2:31][CH2:30]2)=[N:27][CH:26]=[CH:25][N:24]=1. The catalyst class is: 4. (2) Reactant: Br[C:2]1[CH:3]=[C:4]2[C:9](=[CH:10][CH:11]=1)[N:8]=[CH:7][CH:6]=[C:5]2[C:12]1[CH:17]=[CH:16][N:15]=[N:14][CH:13]=1.B1(B2OC(C)(C)C(C)(C)O2)OC(C)(C)C(C)(C)O1.C([O-])(=O)C.[K+].[Br-].Br[C:43]1[CH:44]=[C:45]([NH:51][S:52]([C:55]2[CH:60]=[CH:59][C:58]([F:61])=[CH:57][C:56]=2[F:62])(=[O:54])=[O:53])[C:46]([O:49][CH3:50])=[N:47][CH:48]=1. Product: [F:62][C:56]1[CH:57]=[C:58]([F:61])[CH:59]=[CH:60][C:55]=1[S:52]([NH:51][C:45]1[C:46]([O:49][CH3:50])=[N:47][CH:48]=[C:43]([C:2]2[CH:3]=[C:4]3[C:9](=[CH:10][CH:11]=2)[N:8]=[CH:7][CH:6]=[C:5]3[C:12]2[CH:17]=[CH:16][N:15]=[N:14][CH:13]=2)[CH:44]=1)(=[O:54])=[O:53]. The catalyst class is: 368. (3) Reactant: [C:1]([NH:4][C:5]1[S:19][C:8]2[CH2:9][N:10]([CH2:13][C:14]([O:16]CC)=O)[CH2:11][CH2:12][C:7]=2[C:6]=1[C:20]1[S:21][C:22]2[CH:28]=[CH:27][CH:26]=[CH:25][C:23]=2[N:24]=1)(=[O:3])[CH3:2].[CH3:29][NH2:30]. Product: [C:1]([NH:4][C:5]1[S:19][C:8]2[CH2:9][N:10]([CH2:13][C:14]([NH:30][CH3:29])=[O:16])[CH2:11][CH2:12][C:7]=2[C:6]=1[C:20]1[S:21][C:22]2[CH:28]=[CH:27][CH:26]=[CH:25][C:23]=2[N:24]=1)(=[O:3])[CH3:2]. The catalyst class is: 24. (4) Reactant: C[O:2][C:3](=[O:32])[CH2:4][C:5]1[C:13]2[C:8](=[CH:9][CH:10]=[CH:11][C:12]=2[F:14])[NH:7][C:6]=1[C:15]1[CH:20]=[CH:19][C:18]([Cl:21])=[C:17]([S:22](=[O:31])(=[O:30])[NH:23][CH:24]2[CH2:29][CH2:28][CH2:27][CH2:26][CH2:25]2)[CH:16]=1.O.[OH-].[Li+].CCOC(C)=O. Product: [Cl:21][C:18]1[CH:19]=[CH:20][C:15]([C:6]2[NH:7][C:8]3[C:13]([C:5]=2[CH2:4][C:3]([OH:32])=[O:2])=[C:12]([F:14])[CH:11]=[CH:10][CH:9]=3)=[CH:16][C:17]=1[S:22](=[O:31])(=[O:30])[NH:23][CH:24]1[CH2:29][CH2:28][CH2:27][CH2:26][CH2:25]1. The catalyst class is: 24. (5) Reactant: [Br:1][C:2]1[C:20]([Cl:21])=[CH:19][C:5]([NH:6][CH2:7][C:8]2[CH:18]=[CH:17][C:11]3[N:12]=[C:13]([S:15][CH3:16])[O:14][C:10]=3[CH:9]=2)=[C:4]([N+:22]([O-])=O)[CH:3]=1. Product: [Br:1][C:2]1[CH:3]=[C:4]([NH2:22])[C:5]([NH:6][CH2:7][C:8]2[CH:18]=[CH:17][C:11]3[N:12]=[C:13]([S:15][CH3:16])[O:14][C:10]=3[CH:9]=2)=[CH:19][C:20]=1[Cl:21]. The catalyst class is: 687. (6) Reactant: [CH3:1][C:2]([CH3:20])=[CH:3][CH2:4][C:5]([C:14]1[CH:19]=[CH:18][CH:17]=[CH:16][CH:15]=1)([C:8]1[CH:13]=[CH:12][CH:11]=[CH:10][CH:9]=1)[CH2:6][NH2:7].C(N(CC)CC)C.[CH3:28][C:29]([O:32][C:33](O[C:33]([O:32][C:29]([CH3:31])([CH3:30])[CH3:28])=[O:34])=[O:34])([CH3:31])[CH3:30].[Cl-].[NH4+]. Product: [CH3:1][C:2]([CH3:20])=[CH:3][CH2:4][C:5]([C:14]1[CH:19]=[CH:18][CH:17]=[CH:16][CH:15]=1)([C:8]1[CH:9]=[CH:10][CH:11]=[CH:12][CH:13]=1)[CH2:6][NH:7][C:33](=[O:34])[O:32][C:29]([CH3:31])([CH3:30])[CH3:28]. The catalyst class is: 2.